From a dataset of Reaction yield outcomes from USPTO patents with 853,638 reactions. Predict the reaction yield, written as a fraction of the theoretical maximum amount of product (1.0 means a 100% yield; for example, 0.34 means a 34% yield). (1) The reactants are [CH3:1][O:2][C:3](=[O:17])[C:4]1[CH:9]=[CH:8][C:7]([NH:10][CH2:11][CH2:12][Cl:13])=[C:6]([N+:14]([O-])=O)[CH:5]=1. The catalyst is CO.[Pd]. The product is [CH3:1][O:2][C:3](=[O:17])[C:4]1[CH:9]=[CH:8][C:7]([NH:10][CH2:11][CH2:12][Cl:13])=[C:6]([NH2:14])[CH:5]=1. The yield is 0.980. (2) The reactants are [I:1][C:2]1[C:3](=[O:17])[NH:4][C:5](=[O:16])[N:6]([CH:15]=1)[C@@H:7]1[O:14][C@H:11]([CH2:12][OH:13])[C@@H:9]([OH:10])[CH2:8]1.N1C=CN=C1.[CH3:23][C:24]([Si:27](Cl)([CH3:29])[CH3:28])([CH3:26])[CH3:25]. The catalyst is CN(C)C=O. The product is [Si:27]([O:13][CH2:12][C@H:11]1[O:14][C@@H:7]([N:6]2[CH:15]=[C:2]([I:1])[C:3](=[O:17])[NH:4][C:5]2=[O:16])[CH2:8][C@@H:9]1[OH:10])([C:24]([CH3:26])([CH3:25])[CH3:23])([CH3:29])[CH3:28]. The yield is 0.900.